From a dataset of Full USPTO retrosynthesis dataset with 1.9M reactions from patents (1976-2016). Predict the reactants needed to synthesize the given product. (1) Given the product [CH3:24][O:25][C:9](=[O:10])[C:8]1[CH:11]=[CH:12][C:13]([O:14][CH:15]([F:17])[F:16])=[C:6]([O:5][CH2:4][CH:1]2[CH2:2][CH2:3]2)[CH:7]=1, predict the reactants needed to synthesize it. The reactants are: [CH:1]1([CH2:4][O:5][C:6]2[CH:7]=[C:8]([CH:11]=[CH:12][C:13]=2[O:14][CH:15]([F:17])[F:16])[CH:9]=[O:10])[CH2:3][CH2:2]1.OOS([O-])=O.[K+].[CH3:24][OH:25]. (2) Given the product [OH:1][C:2]1[CH:11]=[CH:10][C:5]([C:6]([O:8][CH3:9])=[O:7])=[CH:4][C:3]=1[C:18]#[C:17][Si:14]([CH3:16])([CH3:15])[CH3:13], predict the reactants needed to synthesize it. The reactants are: [OH:1][C:2]1[CH:11]=[CH:10][C:5]([C:6]([O:8][CH3:9])=[O:7])=[CH:4][C:3]=1I.[CH3:13][Si:14]([C:17]#[CH:18])([CH3:16])[CH3:15].C(N(CC)CC)C. (3) Given the product [CH3:50][N:51]([C:23](=[O:25])[CH2:22][C:4]1[CH:5]=[C:6]([Cl:21])[C:7]([O:8][C:9]2[CH:14]=[CH:13][C:12]([NH:15][C:16](=[O:20])[CH:17]([CH3:18])[CH3:19])=[CH:11][CH:10]=2)=[C:2]([Cl:1])[CH:3]=1)[CH2:52][C:53]([OH:55])=[O:54], predict the reactants needed to synthesize it. The reactants are: [Cl:1][C:2]1[CH:3]=[C:4]([CH2:22][C:23]([OH:25])=O)[CH:5]=[C:6]([Cl:21])[C:7]=1[O:8][C:9]1[CH:14]=[CH:13][C:12]([NH:15][C:16](=[O:20])[CH:17]([CH3:19])[CH3:18])=[CH:11][CH:10]=1.Cl.C(N=C=NCCCN(C)C)C.O.ON1C2C=CC=CC=2N=N1.Cl.[CH3:50][NH:51][CH2:52][C:53]([OH:55])=[O:54].